From a dataset of Full USPTO retrosynthesis dataset with 1.9M reactions from patents (1976-2016). Predict the reactants needed to synthesize the given product. (1) Given the product [S:1]1[CH:5]=[CH:4][CH:3]=[C:2]1[C:6]1([C:12]([NH:16][NH2:17])=[O:13])[CH2:11][CH2:10][O:9][CH2:8][CH2:7]1, predict the reactants needed to synthesize it. The reactants are: [S:1]1[CH:5]=[CH:4][CH:3]=[C:2]1[C:6]1([C:12](Cl)=[O:13])[CH2:11][CH2:10][O:9][CH2:8][CH2:7]1.O.[NH2:16][NH2:17]. (2) Given the product [CH3:1][N:2]1[C:6]([CH3:7])=[CH:5][C:4]([C:8]2[C:10]3[CH2:16][CH2:15][CH2:14][C:13]4[CH:17]=[C:18]([N:22]5[CH2:26][C@H:25]([CH2:27][NH:28][C:29](=[O:31])[CH3:30])[O:24][C:23]5=[O:32])[CH:19]=[C:20]([F:21])[C:12]=4[C:11]=3[NH:36][N:35]=2)=[N:3]1, predict the reactants needed to synthesize it. The reactants are: [CH3:1][N:2]1[C:6]([CH3:7])=[CH:5][C:4]([C:8]([CH:10]2[CH2:16][CH2:15][CH2:14][C:13]3[CH:17]=[C:18]([N:22]4[CH2:26][C@H:25]([CH2:27][NH:28][C:29](=[O:31])[CH3:30])[O:24][C:23]4=[O:32])[CH:19]=[C:20]([F:21])[C:12]=3[C:11]2=O)=O)=[N:3]1.O.[NH2:35][NH2:36].[Cl-].[NH4+]. (3) Given the product [ClH:24].[N:19]1([C:17]([C:13]2[CH:14]=[C:15]3[C:10](=[CH:11][CH:12]=2)[CH2:9][NH:8][CH2:16]3)=[O:18])[CH2:23][CH2:22][CH2:21][CH2:20]1, predict the reactants needed to synthesize it. The reactants are: C(OC([N:8]1[CH2:16][C:15]2[C:10](=[CH:11][CH:12]=[C:13]([C:17]([N:19]3[CH2:23][CH2:22][CH2:21][CH2:20]3)=[O:18])[CH:14]=2)[CH2:9]1)=O)(C)(C)C.[ClH:24]. (4) The reactants are: [OH:1][C:2]1[CH:3]=[C:4]([CH:7]=[CH:8][C:9]=1[O:10][CH3:11])[C:5]#[N:6].C(N(CC)CC)C.[NH4+]=[S:20]. Given the product [OH:1][C:2]1[CH:3]=[C:4]([CH:7]=[CH:8][C:9]=1[O:10][CH3:11])[C:5](=[S:20])[NH2:6], predict the reactants needed to synthesize it. (5) Given the product [Cl:21][C:10]1[N:11]=[N:12][C:7]([C:2]2[CH:3]=[CH:4][CH:5]=[CH:6][N:1]=2)=[CH:8][CH:9]=1, predict the reactants needed to synthesize it. The reactants are: [N:1]1[CH:6]=[CH:5][CH:4]=[CH:3][C:2]=1[C:7]1[CH:8]=[CH:9][C:10](=O)[NH:11][N:12]=1.C([O-])(O)=O.[Na+].P(Cl)(Cl)([Cl:21])=O. (6) Given the product [Cl:1][C:2]1[C:3]([O:13][CH3:14])=[C:4]([NH2:10])[C:5]([CH3:9])=[C:6]([CH3:8])[CH:7]=1, predict the reactants needed to synthesize it. The reactants are: [Cl:1][C:2]1[CH:7]=[C:6]([CH3:8])[C:5]([CH3:9])=[C:4]([N+:10]([O-])=O)[C:3]=1[O:13][CH3:14]. (7) Given the product [F:1][C:2]1[CH:7]=[CH:6][C:5]([C:8]2[CH:13]=[CH:12][C:11]([C:14]([NH:16][CH2:17][CH2:18][O:19][C:20]3[CH:25]=[CH:24][C:23]([CH2:26][CH:27]([O:33][C:34]4[CH:35]=[CH:36][CH:37]=[CH:38][CH:39]=4)[C:28]([OH:30])=[O:29])=[CH:22][CH:21]=3)=[O:15])=[CH:10][CH:9]=2)=[CH:4][CH:3]=1, predict the reactants needed to synthesize it. The reactants are: [F:1][C:2]1[CH:7]=[CH:6][C:5]([C:8]2[CH:13]=[CH:12][C:11]([C:14]([NH:16][CH2:17][CH2:18][O:19][C:20]3[CH:25]=[CH:24][C:23]([CH2:26][CH:27]([O:33][C:34]4[CH:39]=[CH:38][CH:37]=[CH:36][CH:35]=4)[C:28]([O:30]CC)=[O:29])=[CH:22][CH:21]=3)=[O:15])=[CH:10][CH:9]=2)=[CH:4][CH:3]=1.[OH-].[Na+].